This data is from Full USPTO retrosynthesis dataset with 1.9M reactions from patents (1976-2016). The task is: Predict the reactants needed to synthesize the given product. (1) Given the product [CH3:1][C:2]([S:5]([NH:7][CH:8]([CH:10]1[CH2:13][CH:12]([CH3:14])[CH2:11]1)[CH3:9])=[O:6])([CH3:3])[CH3:4], predict the reactants needed to synthesize it. The reactants are: [CH3:1][C:2]([S:5]([NH:7][CH:8]([CH:10]1[CH2:13][C:12](=[CH2:14])[CH2:11]1)[CH3:9])=[O:6])([CH3:4])[CH3:3]. (2) The reactants are: [CH3:1][O:2][C:3]1[CH:4]=[C:5]([CH:13]=[C:14]([O:16][CH3:17])[CH:15]=1)[C:6]([N:8]([CH2:11][CH3:12])[CH2:9][CH3:10])=[O:7].[CH:18]([Li])(CC)C.IC.O. Given the product [CH3:18][C:13]1[C:14]([O:16][CH3:17])=[CH:15][C:3]([O:2][CH3:1])=[CH:4][C:5]=1[C:6]([N:8]([CH2:11][CH3:12])[CH2:9][CH3:10])=[O:7], predict the reactants needed to synthesize it. (3) Given the product [CH3:6][C:7]1([CH3:18])[CH2:13][CH2:12][CH2:11][NH:10][C:9]2[CH:14]=[C:15]([N+:19]([O-:21])=[O:20])[CH:16]=[CH:17][C:8]1=2, predict the reactants needed to synthesize it. The reactants are: OS(O)(=O)=O.[CH3:6][C:7]1([CH3:18])[CH2:13][CH2:12][CH2:11][NH:10][C:9]2[CH:14]=[CH:15][CH:16]=[CH:17][C:8]1=2.[N+:19]([O-])([OH:21])=[O:20]. (4) Given the product [Br:7][C:8]1[CH:9]=[CH:10][C:11]([CH3:15])=[C:12]([NH:13][C:3](=[O:4])[CH:2]([CH3:6])[CH3:1])[CH:14]=1, predict the reactants needed to synthesize it. The reactants are: [CH3:1][CH:2]([CH3:6])[C:3](Cl)=[O:4].[Br:7][C:8]1[CH:9]=[CH:10][C:11]([CH3:15])=[C:12]([CH:14]=1)[NH2:13]. (5) The reactants are: [Cl:1][S:2]([OH:5])(=O)=[O:3].[Cl:6][C:7]1[CH:12]=[CH:11][C:10]([CH2:13][CH3:14])=[CH:9][CH:8]=1. Given the product [Cl:6][C:7]1[CH:12]=[CH:11][C:10]([CH2:13][CH3:14])=[CH:9][C:8]=1[S:2]([Cl:1])(=[O:5])=[O:3], predict the reactants needed to synthesize it. (6) Given the product [C:1]([O:5][C:6]([N:8]1[CH2:17][C:16]([CH3:19])([CH3:18])[C:15]2[C:10](=[CH:11][C:12]([NH:20][C:21](=[O:29])[C:22]3[CH:27]=[CH:26][CH:25]=[CH:24][C:23]=3[NH:28][C:31]3[CH:40]=[CH:39][C:38]4[C:33](=[CH:34][N:35]=[CH:36][CH:37]=4)[N:32]=3)=[CH:13][CH:14]=2)[CH2:9]1)=[O:7])([CH3:2])([CH3:3])[CH3:4], predict the reactants needed to synthesize it. The reactants are: [C:1]([O:5][C:6]([N:8]1[CH2:17][C:16]([CH3:19])([CH3:18])[C:15]2[C:10](=[CH:11][C:12]([NH:20][C:21](=[O:29])[C:22]3[CH:27]=[CH:26][CH:25]=[CH:24][C:23]=3[NH2:28])=[CH:13][CH:14]=2)[CH2:9]1)=[O:7])([CH3:4])([CH3:3])[CH3:2].Cl[C:31]1[CH:40]=[CH:39][C:38]2[C:33](=[CH:34][N:35]=[CH:36][CH:37]=2)[N:32]=1.[Li]N([Si](C)(C)C)[Si](C)(C)C. (7) Given the product [CH3:24][O:23][C@@H:3]1[C@@H:2]([NH:1][CH2:36][C:34]2[CH:33]=[CH:32][C:29]3[O:30][CH2:31][C:26](=[O:25])[NH:27][C:28]=3[N:35]=2)[CH2:7][CH2:6][N:5]([CH2:8][CH2:9][N:10]2[C:19]3[C:14](=[CH:15][CH:16]=[C:17]([O:20][CH3:21])[CH:18]=3)[N:13]=[CH:12][C:11]2=[O:22])[CH2:4]1, predict the reactants needed to synthesize it. The reactants are: [NH2:1][C@H:2]1[CH2:7][CH2:6][N:5]([CH2:8][CH2:9][N:10]2[C:19]3[C:14](=[CH:15][CH:16]=[C:17]([O:20][CH3:21])[CH:18]=3)[N:13]=[CH:12][C:11]2=[O:22])[CH2:4][C@@H:3]1[O:23][CH3:24].[O:25]=[C:26]1[CH2:31][O:30][C:29]2[CH:32]=[CH:33][C:34]([CH:36]=O)=[N:35][C:28]=2[NH:27]1.C(O[BH-](OC(=O)C)OC(=O)C)(=O)C.[Na+]. (8) The reactants are: [C:1]([O:5][C:6]([NH:8][C@@H:9]1[CH2:14][CH2:13][C@H:12]([OH:15])[CH2:11][CH2:10]1)=[O:7])([CH3:4])([CH3:3])[CH3:2].[CH3:16][C:17]1[CH:22]=[CH:21][C:20]([S:23](Cl)(=[O:25])=[O:24])=[CH:19][CH:18]=1. Given the product [C:1]([O:5][C:6]([NH:8][C@@H:9]1[CH2:10][CH2:11][C@H:12]([O:15][S:23]([C:20]2[CH:21]=[CH:22][C:17]([CH3:16])=[CH:18][CH:19]=2)(=[O:25])=[O:24])[CH2:13][CH2:14]1)=[O:7])([CH3:4])([CH3:2])[CH3:3], predict the reactants needed to synthesize it. (9) Given the product [Br:1][C:2]1[CH:7]=[CH:6][C:5]([C:8]2[CH:9]=[N:10][C:11]3[N:12]([C:17]([CH2:18][C:19]4[CH:20]=[C:21]([NH:25][C:26](=[O:32])[O:27][C:28]([CH3:30])([CH3:29])[CH3:31])[CH:22]=[CH:23][CH:24]=4)=[CH:33][N:14]=3)[N:13]=2)=[CH:4][C:3]=1[F:15], predict the reactants needed to synthesize it. The reactants are: [Br:1][C:2]1[CH:7]=[CH:6][C:5]([C:8]2[N:13]=[N:12][C:11]([NH2:14])=[N:10][CH:9]=2)=[CH:4][C:3]=1[F:15].Cl[CH:17]([CH:33]=O)[CH2:18][C:19]1[CH:20]=[C:21]([NH:25][C:26](=[O:32])[O:27][C:28]([CH3:31])([CH3:30])[CH3:29])[CH:22]=[CH:23][CH:24]=1.